Regression. Given two drug SMILES strings and cell line genomic features, predict the synergy score measuring deviation from expected non-interaction effect. From a dataset of Merck oncology drug combination screen with 23,052 pairs across 39 cell lines. (1) Drug 1: O=C(NOCC(O)CO)c1ccc(F)c(F)c1Nc1ccc(I)cc1F. Drug 2: Cn1c(=O)n(-c2ccc(C(C)(C)C#N)cc2)c2c3cc(-c4cnc5ccccc5c4)ccc3ncc21. Cell line: SW620. Synergy scores: synergy=25.3. (2) Drug 1: NC(=O)c1cccc2cn(-c3ccc(C4CCCNC4)cc3)nc12. Drug 2: CCc1c2c(nc3ccc(O)cc13)-c1cc3c(c(=O)n1C2)COC(=O)C3(O)CC. Cell line: OV90. Synergy scores: synergy=14.2. (3) Drug 1: O=c1[nH]cc(F)c(=O)[nH]1. Drug 2: O=C(CCCCCCC(=O)Nc1ccccc1)NO. Cell line: A375. Synergy scores: synergy=0.369. (4) Drug 1: CC1(c2nc3c(C(N)=O)cccc3[nH]2)CCCN1. Drug 2: CCc1c2c(nc3ccc(O)cc13)-c1cc3c(c(=O)n1C2)COC(=O)C3(O)CC. Cell line: HCT116. Synergy scores: synergy=23.4. (5) Drug 1: CC(C)CC(NC(=O)C(Cc1ccccc1)NC(=O)c1cnccn1)B(O)O. Drug 2: CCc1cnn2c(NCc3ccc[n+]([O-])c3)cc(N3CCCCC3CCO)nc12. Cell line: SKMES1. Synergy scores: synergy=-33.4.